Dataset: NCI-60 drug combinations with 297,098 pairs across 59 cell lines. Task: Regression. Given two drug SMILES strings and cell line genomic features, predict the synergy score measuring deviation from expected non-interaction effect. (1) Drug 1: C1=CC(=C2C(=C1NCCNCCO)C(=O)C3=C(C=CC(=C3C2=O)O)O)NCCNCCO. Drug 2: COC1=C2C(=CC3=C1OC=C3)C=CC(=O)O2. Cell line: MDA-MB-435. Synergy scores: CSS=14.8, Synergy_ZIP=-4.78, Synergy_Bliss=2.43, Synergy_Loewe=-17.5, Synergy_HSA=0.857. (2) Cell line: EKVX. Drug 1: CC1=C(C(=CC=C1)Cl)NC(=O)C2=CN=C(S2)NC3=CC(=NC(=N3)C)N4CCN(CC4)CCO. Drug 2: CC1C(C(CC(O1)OC2CC(CC3=C2C(=C4C(=C3O)C(=O)C5=C(C4=O)C(=CC=C5)OC)O)(C(=O)CO)O)N)O.Cl. Synergy scores: CSS=24.6, Synergy_ZIP=-4.06, Synergy_Bliss=0.249, Synergy_Loewe=2.46, Synergy_HSA=3.02. (3) Drug 1: CC1CC2C3CCC4=CC(=O)C=CC4(C3(C(CC2(C1(C(=O)CO)O)C)O)F)C. Drug 2: CC(C)(C#N)C1=CC=C(C=C1)N2C3=C4C=C(C=CC4=NC=C3N(C2=O)C)C5=CC6=CC=CC=C6N=C5. Cell line: OVCAR3. Synergy scores: CSS=61.9, Synergy_ZIP=7.25, Synergy_Bliss=6.79, Synergy_Loewe=-48.0, Synergy_HSA=5.30. (4) Drug 1: CC(C)(C1=NC(=CC=C1)N2C3=NC(=NC=C3C(=O)N2CC=C)NC4=CC=C(C=C4)N5CCN(CC5)C)O. Drug 2: CNC(=O)C1=NC=CC(=C1)OC2=CC=C(C=C2)NC(=O)NC3=CC(=C(C=C3)Cl)C(F)(F)F. Cell line: NCI-H460. Synergy scores: CSS=54.5, Synergy_ZIP=2.60, Synergy_Bliss=3.75, Synergy_Loewe=-3.53, Synergy_HSA=5.79. (5) Drug 1: CC1=CC2C(CCC3(C2CCC3(C(=O)C)OC(=O)C)C)C4(C1=CC(=O)CC4)C. Drug 2: C1=CC(=CC=C1C#N)C(C2=CC=C(C=C2)C#N)N3C=NC=N3. Cell line: SN12C. Synergy scores: CSS=-4.40, Synergy_ZIP=0.00646, Synergy_Bliss=-3.02, Synergy_Loewe=-4.94, Synergy_HSA=-5.51. (6) Drug 1: CC(C)NC(=O)C1=CC=C(C=C1)CNNC.Cl. Drug 2: CCC1(C2=C(COC1=O)C(=O)N3CC4=CC5=C(C=CC(=C5CN(C)C)O)N=C4C3=C2)O.Cl. Cell line: SNB-75. Synergy scores: CSS=22.7, Synergy_ZIP=-2.55, Synergy_Bliss=2.13, Synergy_Loewe=-5.50, Synergy_HSA=2.13.